Dataset: KCNQ2 potassium channel screen with 302,405 compounds. Task: Binary Classification. Given a drug SMILES string, predict its activity (active/inactive) in a high-throughput screening assay against a specified biological target. (1) The drug is S(=O)(=O)(c1ccc(cc1)C(=O)/N=c1/sccn1C)C(F)F. The result is 0 (inactive). (2) The molecule is Clc1ncc(S(=O)(=O)N2C(CCc3c2ccc(F)c3)C)cc1. The result is 0 (inactive). (3) The compound is Clc1cc(N2CCN(CC2)C(=O)CCC(=O)Nc2sc(nn2)CC)ccc1. The result is 0 (inactive). (4) The molecule is OC(C1N(CC(C)(C)C)C(=NC1)N)C. The result is 0 (inactive).